Regression. Given two drug SMILES strings and cell line genomic features, predict the synergy score measuring deviation from expected non-interaction effect. From a dataset of NCI-60 drug combinations with 297,098 pairs across 59 cell lines. Drug 1: C1=CC(=CC=C1CCC2=CNC3=C2C(=O)NC(=N3)N)C(=O)NC(CCC(=O)O)C(=O)O. Drug 2: CCCCC(=O)OCC(=O)C1(CC(C2=C(C1)C(=C3C(=C2O)C(=O)C4=C(C3=O)C=CC=C4OC)O)OC5CC(C(C(O5)C)O)NC(=O)C(F)(F)F)O. Cell line: SNB-19. Synergy scores: CSS=23.4, Synergy_ZIP=-8.93, Synergy_Bliss=-2.74, Synergy_Loewe=-2.44, Synergy_HSA=-0.810.